From a dataset of Reaction yield outcomes from USPTO patents with 853,638 reactions. Predict the reaction yield, written as a fraction of the theoretical maximum amount of product (1.0 means a 100% yield; for example, 0.34 means a 34% yield). (1) The reactants are [CH3:1][N:2]([CH3:22])[CH2:3][CH2:4][N:5]([CH2:12][C:13]1[CH:18]=[CH:17][CH:16]=[C:15]([N+:19]([O-])=O)[CH:14]=1)[C:6](=[O:11])[C:7]([F:10])([F:9])[F:8]. The catalyst is CC(O)C.[Pd]. The product is [NH2:19][C:15]1[CH:14]=[C:13]([CH2:12][N:5]([CH2:4][CH2:3][N:2]([CH3:22])[CH3:1])[C:6](=[O:11])[C:7]([F:8])([F:9])[F:10])[CH:18]=[CH:17][CH:16]=1. The yield is 0.620. (2) The reactants are [Cl:1][C:2]1[N:7]=[C:6]([NH:8][CH2:9][CH:10]2[CH2:12][CH2:11]2)[CH:5]=[N:4][CH:3]=1.[CH2:13]([Li])CCC.IC.S([O-])([O-])(=O)=S.[Na+].[Na+]. The catalyst is O1CCCC1. The product is [Cl:1][C:2]1[N:7]=[C:6]([N:8]([CH2:9][CH:10]2[CH2:11][CH2:12]2)[CH3:13])[CH:5]=[N:4][CH:3]=1. The yield is 0.700. (3) The reactants are [CH2:1]([N:5]([S:15]([C:18]1[CH:23]=[CH:22][C:21]([N+:24]([O-:26])=[O:25])=[CH:20][CH:19]=1)(=[O:17])=[O:16])[C@H:6]([C:12]([OH:14])=[O:13])[CH2:7][CH2:8][CH2:9][CH2:10][NH2:11])[CH:2]([CH3:4])[CH3:3].[CH2:27]([S:34](Cl)(=[O:36])=[O:35])[C:28]1[CH:33]=[CH:32][CH:31]=[CH:30][CH:29]=1. No catalyst specified. The product is [CH2:1]([N:5]([S:15]([C:18]1[CH:23]=[CH:22][C:21]([N+:24]([O-:26])=[O:25])=[CH:20][CH:19]=1)(=[O:17])=[O:16])[C@H:6]([C:12]([OH:14])=[O:13])[CH2:7][CH2:8][CH2:9][CH2:10][NH:11][S:34]([CH2:27][C:28]1[CH:33]=[CH:32][CH:31]=[CH:30][CH:29]=1)(=[O:36])=[O:35])[CH:2]([CH3:4])[CH3:3]. The yield is 0.240.